From a dataset of Peptide-MHC class I binding affinity with 185,985 pairs from IEDB/IMGT. Regression. Given a peptide amino acid sequence and an MHC pseudo amino acid sequence, predict their binding affinity value. This is MHC class I binding data. (1) The peptide sequence is RRELSKEKL. The MHC is HLA-B15:17 with pseudo-sequence HLA-B15:17. The binding affinity (normalized) is 0.0847. (2) The peptide sequence is FSLPFPFLYKFLL. The MHC is HLA-A30:02 with pseudo-sequence HLA-A30:02. The binding affinity (normalized) is 0.254.